Dataset: TCR-epitope binding with 47,182 pairs between 192 epitopes and 23,139 TCRs. Task: Binary Classification. Given a T-cell receptor sequence (or CDR3 region) and an epitope sequence, predict whether binding occurs between them. (1) The epitope is KRWIIMGLNK. The TCR CDR3 sequence is CASSQDPGTSNEQFF. Result: 0 (the TCR does not bind to the epitope). (2) The epitope is VLAWLYAAV. The TCR CDR3 sequence is CAISEPRSYEQYF. Result: 1 (the TCR binds to the epitope).